This data is from Catalyst prediction with 721,799 reactions and 888 catalyst types from USPTO. The task is: Predict which catalyst facilitates the given reaction. (1) Reactant: [CH3:1][NH:2][C:3]([C:5]1[CH:6]=[C:7]([O:11][C:12]2[CH:13]=[CH:14][C:15]([NH:18][C:19]([NH:21][C:22]3[CH:23]=[CH:24][C:25]([Cl:32])=[C:26]([C:28]([F:31])([F:30])[F:29])[CH:27]=3)=[O:20])=[CH:16][CH:17]=2)[CH:8]=[CH:9][N:10]=1)=[O:4].[S:33](=[O:37])(=[O:36])([OH:35])[OH:34]. Product: [CH3:1][NH:2][C:3]([C:5]1[CH:6]=[C:7]([O:11][C:12]2[CH:17]=[CH:16][C:15]([NH:18][C:19]([NH:21][C:22]3[CH:23]=[CH:24][C:25]([Cl:32])=[C:26]([C:28]([F:31])([F:29])[F:30])[CH:27]=3)=[O:20])=[CH:14][CH:13]=2)[CH:8]=[CH:9][N:10]=1)=[O:4].[S:33]([O-:37])([O-:36])(=[O:35])=[O:34]. The catalyst class is: 8. (2) Reactant: [CH3:1][C:2]1[N:3]=[CH:4][C:5]([N:8]2[C@@H:15]3[C@@H:10]([CH2:11][CH2:12][NH:13][CH2:14]3)[CH2:9]2)=[N:6][CH:7]=1.CC1C=C(C)N=C(N2[C@@H]3[C@@H](CCNC3)C2)N=1.[N:32]1[N:33]([C:37]2[CH:45]=[CH:44][CH:43]=[CH:42][C:38]=2[C:39](O)=[O:40])[N:34]=[CH:35][CH:36]=1.S1C=CC=C1C1C=CC=CC=1C(O)=O. Product: [CH3:1][C:2]1[N:3]=[CH:4][C:5]([N:8]2[C@@H:15]3[C@@H:10]([CH2:11][CH2:12][N:13]([C:39]([C:38]4[CH:42]=[CH:43][CH:44]=[CH:45][C:37]=4[N:33]4[N:34]=[CH:35][CH:36]=[N:32]4)=[O:40])[CH2:14]3)[CH2:9]2)=[N:6][CH:7]=1. The catalyst class is: 2. (3) Reactant: [Cl:1][C:2]1[CH:3]=[C:4]([C:9]2([C:26]([F:29])([F:28])[F:27])[O:13][N:12]=[C:11]([C:14]3[N:19]=[C:18]([CH3:20])[C:17]([C:21]([O:23]CC)=[O:22])=[CH:16][N:15]=3)[CH2:10]2)[CH:5]=[C:6]([Cl:8])[CH:7]=1.[OH-].[Na+].Cl. Product: [Cl:8][C:6]1[CH:5]=[C:4]([C:9]2([C:26]([F:29])([F:27])[F:28])[O:13][N:12]=[C:11]([C:14]3[N:19]=[C:18]([CH3:20])[C:17]([C:21]([OH:23])=[O:22])=[CH:16][N:15]=3)[CH2:10]2)[CH:3]=[C:2]([Cl:1])[CH:7]=1. The catalyst class is: 7.